Dataset: Peptide-MHC class I binding affinity with 185,985 pairs from IEDB/IMGT. Task: Regression. Given a peptide amino acid sequence and an MHC pseudo amino acid sequence, predict their binding affinity value. This is MHC class I binding data. The binding affinity (normalized) is 0. The MHC is H-2-Db with pseudo-sequence H-2-Db. The peptide sequence is YLPEVISTI.